From a dataset of Full USPTO retrosynthesis dataset with 1.9M reactions from patents (1976-2016). Predict the reactants needed to synthesize the given product. (1) Given the product [OH:10][CH2:9][CH2:8][N:6]1[CH:7]=[C:2]([C:13]2[S:12][CH:16]=[CH:15][CH:14]=2)[CH:3]=[CH:4][C:5]1=[O:11], predict the reactants needed to synthesize it. The reactants are: Br[C:2]1[CH:3]=[CH:4][C:5](=[O:11])[N:6]([CH2:8][CH2:9][OH:10])[CH:7]=1.[S:12]1[CH:16]=[CH:15][CH:14]=[C:13]1B(O)O.C(=O)([O-])[O-].[K+].[K+].O1CCOCC1. (2) Given the product [CH3:35][C:31]1([CH3:34])[CH2:30][CH2:29][C:28]2[N:27]=[CH:26][N:25]=[C:24]([N:20]3[CH2:19][C:18]4[CH:36]=[C:14]([C:5]5[CH:6]=[C:7]6[N:8]=[C:9]([CH2:10][CH2:11][CH3:12])[NH:1][C:2]6=[N:3][CH:4]=5)[CH:15]=[CH:16][C:17]=4[O:23][CH2:22][CH2:21]3)[C:33]=2[CH2:32]1, predict the reactants needed to synthesize it. The reactants are: [NH2:1][C:2]1[C:7]([NH:8][C:9](=O)[CH2:10][CH2:11][CH3:12])=[CH:6][C:5]([C:14]2[CH:15]=[CH:16][C:17]3[O:23][CH2:22][CH2:21][N:20]([C:24]4[C:33]5[CH2:32][C:31]([CH3:35])([CH3:34])[CH2:30][CH2:29][C:28]=5[N:27]=[CH:26][N:25]=4)[CH2:19][C:18]=3[CH:36]=2)=[CH:4][N:3]=1. (3) Given the product [F:32][C:26]1[CH:27]=[CH:28][CH:29]=[C:30]([F:31])[C:25]=1[NH:24][C:22](=[O:23])[C:21]1[CH:33]=[C:17]([C:9]2[N:10]=[C:11]3[CH:16]=[CH:15][CH:14]=[CH:13][N:12]3[C:8]=2[C:6]2[CH:5]=[CH:4][N:3]=[C:2]([NH:42][C:41]3[CH:43]=[C:37]([F:36])[C:38]([CH2:46][CH2:47][N:48]4[CH2:49][CH2:50][CH2:51][CH2:52][CH2:53]4)=[CH:39][C:40]=3[O:44][CH3:45])[N:7]=2)[CH:18]=[CH:19][C:20]=1[O:34][CH3:35], predict the reactants needed to synthesize it. The reactants are: Cl[C:2]1[N:7]=[C:6]([C:8]2[N:12]3[CH:13]=[CH:14][CH:15]=[CH:16][C:11]3=[N:10][C:9]=2[C:17]2[CH:18]=[CH:19][C:20]([O:34][CH3:35])=[C:21]([CH:33]=2)[C:22]([NH:24][C:25]2[C:30]([F:31])=[CH:29][CH:28]=[CH:27][C:26]=2[F:32])=[O:23])[CH:5]=[CH:4][N:3]=1.[F:36][C:37]1[C:38]([CH2:46][CH2:47][N:48]2[CH2:53][CH2:52][CH2:51][CH2:50][CH2:49]2)=[CH:39][C:40]([O:44][CH3:45])=[C:41]([CH:43]=1)[NH2:42].C1(C)C=CC(S(O)(=O)=O)=CC=1.CC(O)C.